From a dataset of Forward reaction prediction with 1.9M reactions from USPTO patents (1976-2016). Predict the product of the given reaction. (1) Given the reactants [C:1]([O:5][C:6]([N:8]1[CH2:14][CH2:13][CH2:12][N:11]([C:15]2[NH:23][C:22]3[C:21](=[O:24])[NH:20][C:19](=[O:25])[N:18]([CH3:26])[C:17]=3[C:16]=2[C:27]#[N:28])[CH2:10][CH2:9]1)=[O:7])([CH3:4])([CH3:3])[CH3:2].Br[CH2:30][CH:31]=[C:32]([CH3:34])[CH3:33].C(N(C(C)C)CC)(C)C, predict the reaction product. The product is: [C:1]([O:5][C:6]([N:8]1[CH2:14][CH2:13][CH2:12][N:11]([C:15]2[N:23]([CH2:30][CH:31]=[C:32]([CH3:34])[CH3:33])[C:22]3[C:21](=[O:24])[NH:20][C:19](=[O:25])[N:18]([CH3:26])[C:17]=3[C:16]=2[C:27]#[N:28])[CH2:10][CH2:9]1)=[O:7])([CH3:4])([CH3:2])[CH3:3]. (2) Given the reactants [CH:1]([C:4]1[CH:9]=[C:8]([C:10]2[S:11][CH:12]=[CH:13][CH:14]=2)[NH:7][C:6](=[O:15])[C:5]=1[C:16]#[N:17])([CH3:3])[CH3:2].S(=O)(=O)(O)[OH:19], predict the reaction product. The product is: [CH:1]([C:4]1[CH:9]=[C:8]([C:10]2[S:11][CH:12]=[CH:13][CH:14]=2)[NH:7][C:6](=[O:15])[C:5]=1[C:16]([NH2:17])=[O:19])([CH3:3])[CH3:2].